From a dataset of Forward reaction prediction with 1.9M reactions from USPTO patents (1976-2016). Predict the product of the given reaction. (1) Given the reactants O=[C:2]([CH2:6][C:7]1[CH:12]=[CH:11][CH:10]=[CH:9][CH:8]=1)[CH2:3][C:4]#[N:5].Cl.[F:14][C:15]1[CH:16]=[C:17]([NH:21][NH2:22])[CH:18]=[CH:19][CH:20]=1.C(O)(=O)C, predict the reaction product. The product is: [CH2:6]([C:2]1[CH:3]=[C:4]([NH2:5])[N:21]([C:17]2[CH:18]=[CH:19][CH:20]=[C:15]([F:14])[CH:16]=2)[N:22]=1)[C:7]1[CH:12]=[CH:11][CH:10]=[CH:9][CH:8]=1. (2) Given the reactants [CH3:1][O:2][C:3]1[CH:4]=[C:5]([C:9]2[CH:14]=[CH:13][C:12]([C@@H:15]([C:29]([O:31]CC3C=CC=CC=3)=[O:30])[NH:16][C:17]([C@H:19]([CH2:25][CH:26]([CH3:28])[CH3:27])[CH2:20][C:21]([O:23][CH3:24])=[O:22])=[O:18])=[CH:11][CH:10]=2)[CH:6]=[CH:7][CH:8]=1, predict the reaction product. The product is: [CH3:24][O:23][C:21]([CH2:20][C@@H:19]([CH2:25][CH:26]([CH3:28])[CH3:27])[C:17]([NH:16][C@@H:15]([C:12]1[CH:13]=[CH:14][C:9]([C:5]2[CH:6]=[CH:7][CH:8]=[C:3]([O:2][CH3:1])[CH:4]=2)=[CH:10][CH:11]=1)[C:29]([OH:31])=[O:30])=[O:18])=[O:22]. (3) Given the reactants [CH2:1]([C:3]1[C:8](=[O:9])[NH:7][C:6]([CH3:10])=[C:5]([C:11]2[S:15][C:14]([S:16](Cl)(=[O:18])=[O:17])=[CH:13][CH:12]=2)[CH:4]=1)[CH3:2].[F:20][C:21]1([F:29])[CH2:25][CH2:24][N:23]([CH2:26][CH2:27][NH2:28])[CH2:22]1, predict the reaction product. The product is: [F:20][C:21]1([F:29])[CH2:25][CH2:24][N:23]([CH2:26][CH2:27][NH:28][S:16]([C:14]2[S:15][C:11]([C:5]3[CH:4]=[C:3]([CH2:1][CH3:2])[C:8](=[O:9])[NH:7][C:6]=3[CH3:10])=[CH:12][CH:13]=2)(=[O:18])=[O:17])[CH2:22]1. (4) Given the reactants [Cl-].[In+3].[Cl-].[Cl-].FC(F)(F)C(O)=O.[F:12][C:13]1[CH:14]=[C:15]2[C:19](=[C:20]([CH2:22][S:23][CH3:24])[CH:21]=1)[NH:18][CH:17]=[CH:16]2.[F:25][C:26]1[CH:31]=[C:30]([F:32])[CH:29]=[CH:28][C:27]=1[C:33]([CH:36]1[CH2:38][CH:37]1[C:39]#[N:40])(O)[CH3:34], predict the reaction product. The product is: [F:25][C:26]1[CH:31]=[C:30]([F:32])[CH:29]=[CH:28][C:27]=1[C:33]([CH:36]1[CH2:38][CH:37]1[C:39]#[N:40])([C:16]1[C:15]2[C:19](=[C:20]([CH2:22][S:23][CH3:24])[CH:21]=[C:13]([F:12])[CH:14]=2)[NH:18][CH:17]=1)[CH3:34]. (5) Given the reactants [CH3:1][C:2]1[CH:3]=[C:4]([CH:6]=[C:7]([CH2:16][N:17]2[CH2:21][CH2:20][CH2:19][CH2:18]2)[C:8]=1[N:9]1[CH2:14][CH2:13][N:12]([CH3:15])[CH2:11][CH2:10]1)[NH2:5].Cl[C:23]1[C:32]2[C:27](=[CH:28][C:29]([Cl:33])=[CH:30][CH:31]=2)[N:26]=[CH:25][CH:24]=1.Cl, predict the reaction product. The product is: [Cl:33][C:29]1[CH:28]=[C:27]2[C:32]([C:23]([NH:5][C:4]3[CH:6]=[C:7]([CH2:16][N:17]4[CH2:21][CH2:20][CH2:19][CH2:18]4)[C:8]([N:9]4[CH2:10][CH2:11][N:12]([CH3:15])[CH2:13][CH2:14]4)=[C:2]([CH3:1])[CH:3]=3)=[CH:24][CH:25]=[N:26]2)=[CH:31][CH:30]=1. (6) The product is: [Cl:18][C:19]1[CH:20]=[C:21]([C:27]([C:28]([F:31])([F:30])[F:29])=[CH:2][C:1]([C:4]2[C:13]3[CH2:12][CH2:11][CH2:10][CH2:9][C:8]=3[C:7]([C:14]([O:16][CH3:17])=[O:15])=[CH:6][CH:5]=2)=[O:3])[CH:22]=[C:23]([Cl:26])[C:24]=1[F:25]. Given the reactants [C:1]([C:4]1[C:13]2[CH2:12][CH2:11][CH2:10][CH2:9][C:8]=2[C:7]([C:14]([O:16][CH3:17])=[O:15])=[CH:6][CH:5]=1)(=[O:3])[CH3:2].[Cl:18][C:19]1[CH:20]=[C:21]([C:27](=O)[C:28]([F:31])([F:30])[F:29])[CH:22]=[C:23]([Cl:26])[C:24]=1[F:25].C([O-])([O-])=O.[K+].[K+].CCN(CC)CC, predict the reaction product. (7) Given the reactants [Cl:1][C:2]1[CH:31]=[CH:30][C:5]2[C:6]3[N:15]=[C:14]([NH:16][C:17]4[CH:18]=[CH:19][C:20]([NH:23]C(=O)C(C)(C)C)=[N:21][CH:22]=4)[N:13]=[CH:12][C:7]=3[CH2:8][C:9](=[O:11])[NH:10][C:4]=2[CH:3]=1.Cl.C([O-])([O-])=O.[K+].[K+], predict the reaction product. The product is: [NH2:23][C:20]1[N:21]=[CH:22][C:17]([NH:16][C:14]2[N:13]=[CH:12][C:7]3[CH2:8][C:9](=[O:11])[NH:10][C:4]4[CH:3]=[C:2]([Cl:1])[CH:31]=[CH:30][C:5]=4[C:6]=3[N:15]=2)=[CH:18][CH:19]=1. (8) Given the reactants [CH3:1][S:2]([C:5]1[CH:6]=[C:7]([C:11]2[CH:16]=[CH:15][CH:14]=[C:13]([CH2:17][NH:18][S:19]([CH:22]([CH3:24])[CH3:23])(=[O:21])=[O:20])[CH:12]=2)[CH:8]=[CH:9][CH:10]=1)(=[O:4])=[O:3].[F:25][C:26]1[CH:33]=[CH:32][CH:31]=[CH:30][C:27]=1[CH2:28]Br.C(=O)([O-])[O-].[Cs+].[Cs+], predict the reaction product. The product is: [F:25][C:26]1[CH:33]=[CH:32][CH:31]=[CH:30][C:27]=1[CH2:28][N:18]([CH2:17][C:13]1[CH:12]=[C:11]([C:7]2[CH:8]=[CH:9][CH:10]=[C:5]([S:2]([CH3:1])(=[O:3])=[O:4])[CH:6]=2)[CH:16]=[CH:15][CH:14]=1)[S:19]([CH:22]([CH3:24])[CH3:23])(=[O:20])=[O:21]. (9) The product is: [Cl:25][C:22]1[CH:21]=[CH:20][C:19]([S:16]([C:5]2[C:4]3[C:8](=[CH:9][CH:10]=[CH:2][C:3]=3[NH:40][CH2:39][CH3:38])[N:7]([CH2:11][C:12]([OH:14])=[O:13])[C:6]=2[CH3:15])(=[O:17])=[O:18])=[CH:24][CH:23]=1. Given the reactants Cl[C:2]1[C:3](C#N)=[C:4]2[C:8](=[CH:9][CH:10]=1)[N:7]([CH2:11][C:12]([OH:14])=[O:13])[C:6]([CH3:15])=[C:5]2[S:16]([C:19]1[CH:24]=[CH:23][C:22]([Cl:25])=[CH:21][CH:20]=1)(=[O:18])=[O:17].ClC1C=CC(S([C:38]2C3C(=CC=CC=3NS(C)(=O)=O)[N:40](CC(O)=O)[C:39]=2C)(=O)=O)=CC=1.ClC1C=CC(SC2C3C(=CC=C(C)C=3)NC=2C)=CC=1, predict the reaction product. (10) Given the reactants C([O:3][C:4]([C@H:6]1[C@H:10]([NH:11][C:12]([O:14][CH2:15][CH2:16][Si:17]([CH3:20])([CH3:19])[CH3:18])=[O:13])[CH2:9][N:8]([C:21]([O:23][C:24]([CH3:27])([CH3:26])[CH3:25])=[O:22])[CH2:7]1)=O)C.[Li+].[BH4-], predict the reaction product. The product is: [C:24]([O:23][C:21]([N:8]1[CH2:9][C@@H:10]([NH:11][C:12]([O:14][CH2:15][CH2:16][Si:17]([CH3:18])([CH3:20])[CH3:19])=[O:13])[C@H:6]([CH2:4][OH:3])[CH2:7]1)=[O:22])([CH3:27])([CH3:26])[CH3:25].